Predict which catalyst facilitates the given reaction. From a dataset of Catalyst prediction with 721,799 reactions and 888 catalyst types from USPTO. Reactant: C1(N=C=NC2CCCCC2)CCCCC1.[C:16]([C:19]1[CH:44]=[CH:43][C:22]([O:23][CH2:24][C:25]2[CH:26]=[C:27]([NH:31][C:32](=[O:42])[C:33]3[CH:34]=[C:35]([CH:39]=[CH:40][CH:41]=3)[C:36](O)=[O:37])[CH:28]=[CH:29][CH:30]=2)=[C:21]([CH2:45][CH2:46][CH3:47])[C:20]=1[OH:48])(=[O:18])[CH3:17].[CH3:49][C:50]1([CH3:58])[O:55][C:54](=[O:56])[CH2:53][C:52](=[O:57])[O:51]1. Product: [C:16]([C:19]1[CH:44]=[CH:43][C:22]([O:23][CH2:24][C:25]2[CH:26]=[C:27]([NH:31][C:32](=[O:42])[C:33]3[CH:41]=[CH:40][CH:39]=[C:35]([C:36](=[C:53]4[C:54](=[O:56])[O:55][C:50]([CH3:58])([CH3:49])[O:51][C:52]4=[O:57])[OH:37])[CH:34]=3)[CH:28]=[CH:29][CH:30]=2)=[C:21]([CH2:45][CH2:46][CH3:47])[C:20]=1[OH:48])(=[O:18])[CH3:17]. The catalyst class is: 4.